From a dataset of Full USPTO retrosynthesis dataset with 1.9M reactions from patents (1976-2016). Predict the reactants needed to synthesize the given product. (1) Given the product [C:20]([O:23][CH:24]([CH3:30])[CH2:25][CH2:26][CH2:27][CH2:28][Cl:29])(=[O:22])[CH3:21].[C:20]([O:23][C@H:24]([CH3:30])[CH2:25][CH2:26][CH2:27][CH2:28][N:7]1[C:8](=[O:15])[C:9]2[N:10]([CH2:11][O:12][CH2:13][CH3:14])[C:2]([Br:1])=[N:3][C:4]=2[N:5]([CH3:17])[C:6]1=[O:16])(=[O:22])[CH3:21], predict the reactants needed to synthesize it. The reactants are: [Br:1][C:2]1[N:10]([CH2:11][O:12][CH2:13][CH3:14])[C:9]2[C:8](=[O:15])[NH:7][C:6](=[O:16])[N:5]([CH3:17])[C:4]=2[N:3]=1.[H-].[Na+].[C:20]([O:23][C@H:24]([CH3:30])[CH2:25][CH2:26][CH2:27][CH2:28][Cl:29])(=[O:22])[CH3:21]. (2) Given the product [N+:1]([C:4]1[CH:30]=[CH:29][C:7]([CH2:8][CH:9]2[CH2:10][NH:11][CH2:12][CH2:13][NH:14][CH2:15][CH2:16][NH:17][CH2:18][CH2:19][NH:20][CH2:21][CH2:22][NH:23][CH2:24][CH2:25][NH:26]2)=[CH:6][CH:5]=1)([O-:3])=[O:2], predict the reactants needed to synthesize it. The reactants are: [N+:1]([C:4]1[CH:30]=[CH:29][C:7]([CH2:8][CH:9]2[NH:26][CH2:25][C:24](=O)[NH:23][CH2:22][CH2:21][NH:20][CH2:19][CH2:18][NH:17][CH2:16][CH2:15][NH:14][CH2:13][CH2:12][NH:11][C:10]2=O)=[CH:6][CH:5]=1)([O-:3])=[O:2].CO.